From a dataset of Catalyst prediction with 721,799 reactions and 888 catalyst types from USPTO. Predict which catalyst facilitates the given reaction. Reactant: [H-].[Na+].C(O[C:6](=[O:10])[O:7][CH2:8][CH3:9])C.[CH3:11][C:12]1[CH:21]=[C:20]([CH3:22])[CH:19]=[C:18]2[C:13]=1[CH2:14][CH2:15][CH2:16][C:17]2=[O:23].C(O)(=O)C. Product: [CH3:11][C:12]1[CH:21]=[C:20]([CH3:22])[CH:19]=[C:18]2[C:13]=1[CH2:14][CH2:15][CH:16]([C:6]([O:7][CH2:8][CH3:9])=[O:10])[C:17]2=[O:23]. The catalyst class is: 11.